Dataset: Forward reaction prediction with 1.9M reactions from USPTO patents (1976-2016). Task: Predict the product of the given reaction. Given the reactants [F:1][C:2]1[CH:3]=[C:4]2[C:8](=[CH:9][CH:10]=1)[NH:7][C:6](=[O:11])[CH2:5]2.C[Si]([N-][Si](C)(C)C)(C)C.[Li+].[Cl:22][C:23]1[N:28]=[CH:27][C:26]2[C:29](=O)[O:30][CH:31]([CH2:32][CH3:33])[C:25]=2[CH:24]=1.Cl, predict the reaction product. The product is: [Cl:22][C:23]1[N:28]=[CH:27][C:26]2[C:29](=[C:5]3[C:4]4[C:8](=[CH:9][CH:10]=[C:2]([F:1])[CH:3]=4)[NH:7][C:6]3=[O:11])[O:30][CH:31]([CH2:32][CH3:33])[C:25]=2[CH:24]=1.